This data is from Full USPTO retrosynthesis dataset with 1.9M reactions from patents (1976-2016). The task is: Predict the reactants needed to synthesize the given product. Given the product [Cl:1][C:2]1[C:3]2[C@@H:29]([C:31]3[CH:36]=[CH:35][CH:34]=[C:33]([O:37][CH3:38])[C:32]=3[O:39][CH3:40])[O:30][C@H:10]([CH2:11][C:12]([O:14][CH2:15][CH3:16])=[O:13])[C:9](=[O:17])[N:8]([CH2:18][C:19]3[CH:24]=[CH:23][C:22]([O:25][CH3:26])=[CH:21][C:20]=3[O:27][CH3:28])[C:4]=2[CH:5]=[CH:6][CH:7]=1, predict the reactants needed to synthesize it. The reactants are: [Cl:1][C:2]1[C:3]([CH:29]([C:31]2[CH:36]=[CH:35][CH:34]=[C:33]([O:37][CH3:38])[C:32]=2[O:39][CH3:40])[OH:30])=[C:4]([N:8]([CH2:18][C:19]2[CH:24]=[CH:23][C:22]([O:25][CH3:26])=[CH:21][C:20]=2[O:27][CH3:28])[C:9](=[O:17])/[CH:10]=[CH:11]/[C:12]([O:14][CH2:15][CH3:16])=[O:13])[CH:5]=[CH:6][CH:7]=1.C(=O)([O-])[O-].[K+].[K+].